From a dataset of Full USPTO retrosynthesis dataset with 1.9M reactions from patents (1976-2016). Predict the reactants needed to synthesize the given product. (1) The reactants are: [CH3:1][C:2]1[CH:20]=[CH:19][CH:18]=[C:17]([CH3:21])[C:3]=1[O:4][C:5]1[CH:6]=[C:7]([C:14]([OH:16])=O)[C:8](=[CH:12][CH:13]=1)[C:9]([OH:11])=O.[NH2:22][CH2:23][C:24]([OH:26])=[O:25].[CH3:27]O. Given the product [CH3:27][O:25][C:24](=[O:26])[CH2:23][N:22]1[C:14](=[O:16])[C:7]2[C:8](=[CH:12][CH:13]=[C:5]([O:4][C:3]3[C:17]([CH3:21])=[CH:18][CH:19]=[CH:20][C:2]=3[CH3:1])[CH:6]=2)[C:9]1=[O:11], predict the reactants needed to synthesize it. (2) Given the product [ClH:123].[CH3:74][C:72]([O:75][C:76](=[O:97])[CH2:77][C@H:78]([NH:82][S:83]([C:86]1[C:91]([CH3:92])=[CH:90][C:89]([O:93][CH3:94])=[C:88]([CH3:95])[C:87]=1[CH3:96])(=[O:85])=[O:84])[C:68]([NH:67][CH:58]([CH2:57][C:53]1[CH:52]=[C:51]2[C:56](=[CH:55][CH:54]=1)[C:47]([NH2:46])=[N:48][CH:49]=[CH:50]2)[C:59](=[O:66])[N:60]1[CH2:61][CH2:62][O:63][CH2:64][CH2:65]1)=[O:69])([CH3:71])[CH3:73], predict the reactants needed to synthesize it. The reactants are: Cl.NC1C2C(=CC(CC(NC(=O)CNS(C3C(C)=C(C)C4OC(C)(C)CCC=4C=3C)(=O)=O)C(=O)N3CCCCC3)=CC=2)C=CN=1.[NH2:46][C:47]1[C:56]2[C:51](=[CH:52][C:53]([CH2:57][CH:58]([NH:67][C:68](=O)[O-:69])[C:59](=[O:66])[N:60]3[CH2:65][CH2:64][O:63][CH2:62][CH2:61]3)=[CH:54][CH:55]=2)[CH:50]=[CH:49][N:48]=1.[CH3:71][C:72]([O:75][C:76](=[O:97])[CH2:77][C@H:78]([NH:82][S:83]([C:86]1[C:91]([CH3:92])=[CH:90][C:89]([O:93][CH3:94])=[C:88]([CH3:95])[C:87]=1[CH3:96])(=[O:85])=[O:84])C(O)=O)([CH3:74])[CH3:73].N[C@H](C(O)=O)CC(=O)OC(C)(C)C.COC1C=C(C)C(S([Cl:123])(=O)=O)=C(C)C=1C. (3) Given the product [CH3:22][O:23][C:24]([C:26]1[CH:35]=[CH:34][C:33]2[C@@H:32]([OH:36])[CH2:31][CH2:30][CH2:29][C:28]=2[CH:27]=1)=[O:25], predict the reactants needed to synthesize it. The reactants are: B1(C)OC(C2C=CC=CC=2)(C2C=CC=CC=2)[C@@H]2N1CCC2.[CH3:22][O:23][C:24]([C:26]1[CH:35]=[CH:34][C:33]2[C:32](=[O:36])[CH2:31][CH2:30][CH2:29][C:28]=2[CH:27]=1)=[O:25].CO. (4) Given the product [CH3:24][C:25]1[CH:30]=[CH:29][N:28]2[C:31]([C:34]3[CH:39]=[CH:38][CH:37]=[C:36]([B:10]4[O:11][C:12]([CH3:17])([CH3:18])[C:13]([CH3:15])([CH3:16])[O:14]4)[CH:35]=3)=[CH:32][N:33]=[C:27]2[CH:26]=1, predict the reactants needed to synthesize it. The reactants are: [B:10]1([B:10]2[O:14][C:13]([CH3:16])([CH3:15])[C:12]([CH3:18])([CH3:17])[O:11]2)[O:14][C:13]([CH3:16])([CH3:15])[C:12]([CH3:18])([CH3:17])[O:11]1.C([O-])(=O)C.[K+].[CH3:24][C:25]1[CH:30]=[CH:29][N:28]2[C:31]([C:34]3[CH:35]=[C:36](OS(C(F)(F)F)(=O)=O)[CH:37]=[CH:38][CH:39]=3)=[CH:32][N:33]=[C:27]2[CH:26]=1. (5) Given the product [C:25]([NH:29][S:30]([C:33]1[CH:34]=[CH:35][CH:36]=[C:37]([C:2]2[CH:3]=[C:4]([C:8]3[CH:13]=[C:12]([C:14]4[CH:19]=[CH:18][C:17]([C:20]([F:23])([F:22])[F:21])=[CH:16][CH:15]=4)[CH:11]=[C:10]([CH3:24])[N:9]=3)[CH:5]=[N:6][CH:7]=2)[CH:38]=1)(=[O:32])=[O:31])([CH3:28])([CH3:26])[CH3:27], predict the reactants needed to synthesize it. The reactants are: Br[C:2]1[CH:3]=[C:4]([C:8]2[CH:13]=[C:12]([C:14]3[CH:19]=[CH:18][C:17]([C:20]([F:23])([F:22])[F:21])=[CH:16][CH:15]=3)[CH:11]=[C:10]([CH3:24])[N:9]=2)[CH:5]=[N:6][CH:7]=1.[C:25]([NH:29][S:30]([C:33]1[CH:34]=[C:35](B(O)O)[CH:36]=[CH:37][CH:38]=1)(=[O:32])=[O:31])([CH3:28])([CH3:27])[CH3:26]. (6) Given the product [Cl:1][C:2]1[CH:3]=[CH:4][C:5]2[O:9][C:8]([C:10]3[C:11]([F:30])=[CH:12][C:13]([F:29])=[C:14]([C@:16]4([CH3:28])[C:22]([F:24])([F:23])[C:21]([CH3:26])([CH3:25])[O:20][CH2:19][C:18]([NH2:32])=[N:17]4)[CH:15]=3)=[N:7][C:6]=2[CH:31]=1, predict the reactants needed to synthesize it. The reactants are: [Cl:1][C:2]1[CH:3]=[CH:4][C:5]2[O:9][C:8]([C:10]3[C:11]([F:30])=[CH:12][C:13]([F:29])=[C:14]([C@:16]4([CH3:28])[C:22]([F:24])([F:23])[C:21]([CH3:26])([CH3:25])[O:20][CH2:19][C:18](=S)[NH:17]4)[CH:15]=3)=[N:7][C:6]=2[CH:31]=1.[NH3:32].C(OO)(C)(C)C.